From a dataset of Catalyst prediction with 721,799 reactions and 888 catalyst types from USPTO. Predict which catalyst facilitates the given reaction. (1) Reactant: [CH2:1]([CH:8]1[C:13](=O)[N:12]([CH3:15])[CH2:11][C:10](=O)[NH:9]1)[C:2]1[CH:7]=[CH:6][CH:5]=[CH:4][CH:3]=1.[H-].[Al+3].[Li+].[H-].[H-].[H-].[C:23](=O)([O:29]C(C)(C)C)[O:24][C:25]([CH3:28])([CH3:27])[CH3:26]. Product: [CH2:1]([CH:8]1[CH2:13][N:12]([CH3:15])[CH2:11][CH2:10][N:9]1[C:23]([O:24][C:25]([CH3:28])([CH3:27])[CH3:26])=[O:29])[C:2]1[CH:7]=[CH:6][CH:5]=[CH:4][CH:3]=1. The catalyst class is: 1. (2) Reactant: [CH3:1][O:2][C:3]1[N:8]=[CH:7][C:6]([NH:9][C:10]2[C:15]([C:16]3[N:21]=[C:20]([CH3:22])[N:19]=[C:18](SC)[N:17]=3)=[CH:14][N:13]=[C:12]([N:25]3[CH2:30][CH2:29][CH2:28][CH2:27][CH2:26]3)[N:11]=2)=[CH:5][CH:4]=1.[NH3:31]. Product: [CH3:1][O:2][C:3]1[N:8]=[CH:7][C:6]([NH:9][C:10]2[C:15]([C:16]3[N:21]=[C:20]([CH3:22])[N:19]=[C:18]([NH2:31])[N:17]=3)=[CH:14][N:13]=[C:12]([N:25]3[CH2:30][CH2:29][CH2:28][CH2:27][CH2:26]3)[N:11]=2)=[CH:5][CH:4]=1. The catalyst class is: 12. (3) Reactant: Br[C:2]1[CH:7]=[CH:6][N:5]=[CH:4][C:3]=1[N:8]([CH3:25])[C:9](=[O:24])[C:10]1[CH:15]=[C:14]([C:16]([F:19])([F:18])[F:17])[CH:13]=[C:12]([C:20]([F:23])([F:22])[F:21])[CH:11]=1.[CH:26]([O:29][C:30]1[C:35](B2OC(C)(C)C(C)(C)O2)=[CH:34][CH:33]=[CH:32][N:31]=1)([CH3:28])[CH3:27]. Product: [CH:26]([O:29][C:30]1[C:35]([C:2]2[CH:7]=[CH:6][N:5]=[CH:4][C:3]=2[N:8]([CH3:25])[C:9](=[O:24])[C:10]2[CH:15]=[C:14]([C:16]([F:19])([F:18])[F:17])[CH:13]=[C:12]([C:20]([F:23])([F:22])[F:21])[CH:11]=2)=[CH:34][CH:33]=[CH:32][N:31]=1)([CH3:28])[CH3:27]. The catalyst class is: 3. (4) Reactant: FC(F)(F)S(O[C:7]1[CH:8]=[CH:9][CH:10]=[C:11]2[C:16]=1[N:15]=[C:14]([CH2:17][CH2:18][C:19]([O:21][CH3:22])=[O:20])[CH:13]=[CH:12]2)(=O)=O.[N:25]1([C:31]([O:33][C:34]([CH3:37])([CH3:36])[CH3:35])=[O:32])[CH2:30][CH2:29][NH:28][CH2:27][CH2:26]1.C(=O)([O-])[O-].[Cs+].[Cs+]. Product: [CH3:22][O:21][C:19](=[O:20])[CH2:18][CH2:17][C:14]1[CH:13]=[CH:12][C:11]2[C:16](=[C:7]([N:28]3[CH2:27][CH2:26][N:25]([C:31]([O:33][C:34]([CH3:37])([CH3:36])[CH3:35])=[O:32])[CH2:30][CH2:29]3)[CH:8]=[CH:9][CH:10]=2)[N:15]=1. The catalyst class is: 443. (5) Reactant: [Cl:1][C:2]1[C:3]([NH:10][CH2:11][C:12]([NH:15][C:16](=[O:24])[C:17]2[CH:22]=[CH:21][C:20]([F:23])=[CH:19][CH:18]=2)([CH3:14])[CH3:13])=[N:4][CH:5]=[C:6]([CH:8]=O)[CH:7]=1.C(O)(=O)[CH2:26][C:27]([OH:29])=[O:28].N1CCCCC1. Product: [Cl:1][C:2]1[CH:7]=[C:6](/[CH:8]=[CH:26]/[C:27]([OH:29])=[O:28])[CH:5]=[N:4][C:3]=1[NH:10][CH2:11][C:12]([NH:15][C:16](=[O:24])[C:17]1[CH:22]=[CH:21][C:20]([F:23])=[CH:19][CH:18]=1)([CH3:14])[CH3:13]. The catalyst class is: 17. (6) Reactant: [C:1]1([C:7]([C:15]2[CH:20]=[CH:19][CH:18]=[CH:17][CH:16]=2)([C:9]2[CH:14]=[CH:13][CH:12]=[CH:11][CH:10]=2)[SH:8])[CH:6]=[CH:5][CH:4]=[CH:3][CH:2]=1.[CH3:21][O:22][C:23]([C@@H:25]1[CH2:29][C@H:28](Cl)[CH2:27][N:26]1[C:31]([O:33][C:34]([CH3:37])([CH3:36])[CH3:35])=[O:32])=[O:24]. Product: [CH3:21][O:22][C:23]([C@@H:25]1[CH2:29][C@@H:28]([S:8][C:7]([C:1]2[CH:2]=[CH:3][CH:4]=[CH:5][CH:6]=2)([C:9]2[CH:10]=[CH:11][CH:12]=[CH:13][CH:14]=2)[C:15]2[CH:16]=[CH:17][CH:18]=[CH:19][CH:20]=2)[CH2:27][N:26]1[C:31]([O:33][C:34]([CH3:37])([CH3:36])[CH3:35])=[O:32])=[O:24]. The catalyst class is: 3.